This data is from Catalyst prediction with 721,799 reactions and 888 catalyst types from USPTO. The task is: Predict which catalyst facilitates the given reaction. Reactant: [CH3:1][O:2][C:3](=[O:12])[C:4]1[CH:9]=[CH:8][C:7]([NH:10][CH3:11])=[CH:6][CH:5]=1.[C:13](=[O:19])=[N:14][S:15](Cl)(=[O:17])=[O:16].[Cl-].[Cl-].[Cl-].[Al+3]. Product: [CH3:1][O:2][C:3]([C:4]1[CH:9]=[CH:8][C:7]2[N:10]([CH3:11])[C:13](=[O:19])[NH:14][S:15](=[O:17])(=[O:16])[C:6]=2[CH:5]=1)=[O:12]. The catalyst class is: 463.